Dataset: Catalyst prediction with 721,799 reactions and 888 catalyst types from USPTO. Task: Predict which catalyst facilitates the given reaction. (1) Reactant: [CH3:1][C:2]([CH3:19])([CH2:16][CH2:17][OH:18])[CH2:3][CH2:4][C:5]12[CH:14]=[CH:13][CH:12]=[CH:11][CH:10]1[C:9](=[O:15])[NH:8][C:6]2=[O:7].C(N(CC)CC)C.[CH3:27][S:28](Cl)(=[O:30])=[O:29].C(=O)([O-])O.[Na+]. Product: [CH3:1][C:2]([CH3:19])([CH2:16][CH2:17][O:18][S:28]([CH3:27])(=[O:30])=[O:29])[CH2:3][CH2:4][C:5]12[CH:14]=[CH:13][CH:12]=[CH:11][CH:10]1[C:9](=[O:15])[NH:8][C:6]2=[O:7]. The catalyst class is: 4. (2) Reactant: [CH:1]([C:4]1[N:5]=[C:6]2[CH:11]=[C:10]([C:12]([NH:14][C:15]3[CH:20]=[CH:19][CH:18]=[CH:17][CH:16]=3)=[O:13])[CH:9]=[CH:8][N:7]2[CH:21]=1)([CH3:3])[CH3:2]. Product: [CH:2](/[C:21]1[N:7]2[CH:8]=[CH:9][C:10]([C:12]([NH:14][C:15]3[CH:16]=[CH:17][CH:18]=[CH:19][CH:20]=3)=[O:13])=[CH:11][C:6]2=[N:5][C:4]=1[CH:1]([CH3:3])[CH3:2])=[CH:1]\[CH2:4][CH3:21]. The catalyst class is: 15. (3) Reactant: [O:1]1[CH:5]=[CH:4][CH:3]=[C:2]1[C:6]1[NH:7][C:8](=[O:20])[C:9]2[C:13]=1[C:12](=[O:14])[NH:11][C:10]=2[C:15]1[O:16][CH:17]=[CH:18][CH:19]=1.Br[CH2:22][CH2:23][CH2:24][CH2:25][CH2:26][CH2:27][CH2:28][CH2:29][CH2:30][CH2:31][CH2:32][CH3:33]. Product: [CH2:22]([N:7]1[C:6]([C:2]2[O:1][CH:5]=[CH:4][CH:3]=2)=[C:13]2[C:9](=[C:10]([C:15]3[O:16][CH:17]=[CH:18][CH:19]=3)[N:11]([CH2:17][CH2:18][CH2:19][CH2:15][CH2:10][CH2:9][CH2:13][CH2:6][CH2:2][CH2:3][CH2:4][CH3:5])[C:12]2=[O:14])[C:8]1=[O:20])[CH2:23][CH2:24][CH2:25][CH2:26][CH2:27][CH2:28][CH2:29][CH2:30][CH2:31][CH2:32][CH3:33]. The catalyst class is: 3. (4) Reactant: [Br:1][C:2]1[CH:3]=[C:4]2[C:9](=[CH:10][CH:11]=1)[N:8]=[CH:7][CH:6]=[C:5]2Cl.COC1C=C2C(=CC=1)N=CC=C2[S:25][C:26]1([C:30]([OH:32])=[O:31])CCC1.[S-2].[Na+].[Na+].Br[CH2:37][C:38](OCC)=O.C(=O)([O-])[O-].[Cs+].[Cs+]. Product: [Br:1][C:2]1[CH:3]=[C:4]2[C:9](=[CH:10][CH:11]=1)[N:8]=[CH:7][CH:6]=[C:5]2[S:25][CH2:26][C:30]([O:32][CH2:37][CH3:38])=[O:31]. The catalyst class is: 9. (5) Reactant: [Br:1][C:2]1[CH:7]=[CH:6][C:5]([CH3:8])=[CH:4][C:3]=1[F:9].[N+:10]([O-])([O-:12])=[O:11].[K+]. Product: [Br:1][C:2]1[CH:7]=[C:6]([N+:10]([O-:12])=[O:11])[C:5]([CH3:8])=[CH:4][C:3]=1[F:9]. The catalyst class is: 82. (6) Reactant: [OH:1][C:2]1[CH:10]=[CH:9][C:8]([C:11]2[N:12]([C:27]([O:29][C:30]([CH3:33])([CH3:32])[CH3:31])=[O:28])[C:13]3[C:18]([CH:19]=2)=[CH:17][C:16]([CH2:20][N:21]2[CH2:26][CH2:25][CH2:24][CH2:23][CH2:22]2)=[CH:15][CH:14]=3)=[C:7]2[C:3]=1[CH2:4][NH:5][C:6]2=[O:34].C(N(CC)CC)C.[CH3:42][O:43][C:44]1[CH:45]=[C:46]([S:50](Cl)(=[O:52])=[O:51])[CH:47]=[CH:48][CH:49]=1. Product: [CH3:42][O:43][C:44]1[CH:45]=[C:46]([S:50]([O:1][C:2]2[CH:10]=[CH:9][C:8]([C:11]3[N:12]([C:27]([O:29][C:30]([CH3:31])([CH3:33])[CH3:32])=[O:28])[C:13]4[C:18]([CH:19]=3)=[CH:17][C:16]([CH2:20][N:21]3[CH2:26][CH2:25][CH2:24][CH2:23][CH2:22]3)=[CH:15][CH:14]=4)=[C:7]3[C:3]=2[CH2:4][NH:5][C:6]3=[O:34])(=[O:52])=[O:51])[CH:47]=[CH:48][CH:49]=1. The catalyst class is: 10. (7) Reactant: [N+:1]([O-:4])(O)=[O:2].[CH2:5]([O:7][C:8]1[CH:13]=[CH:12][CH:11]=[CH:10][C:9]=1[C:14]1[NH:19][C:18](=[O:20])[C:17]2=[C:21]([CH3:29])[N:22]=[C:23]([CH:24]3[CH2:28][CH2:27][CH2:26][CH2:25]3)[N:16]2[N:15]=1)[CH3:6].ClCCl.C(=O)(O)[O-].[Na+]. Product: [CH2:5]([O:7][C:8]1[CH:13]=[CH:12][C:11]([N+:1]([O-:4])=[O:2])=[CH:10][C:9]=1[C:14]1[NH:19][C:18](=[O:20])[C:17]2=[C:21]([CH3:29])[N:22]=[C:23]([CH:24]3[CH2:28][CH2:27][CH2:26][CH2:25]3)[N:16]2[N:15]=1)[CH3:6]. The catalyst class is: 67. (8) Reactant: [F:1][C:2]12[CH2:10][CH:6]3[CH2:7][CH:8]([CH2:9]1)[C:4]([NH:11]C(=O)OC(C)(C)C)([CH2:5]3)[CH2:3]2.[ClH:19]. Product: [ClH:19].[F:1][C:2]12[CH2:10][CH:6]3[CH2:7][CH:8]([CH2:9]1)[C:4]([NH2:11])([CH2:5]3)[CH2:3]2. The catalyst class is: 25.